Predict the reaction yield, written as a fraction of the theoretical maximum amount of product (1.0 means a 100% yield; for example, 0.34 means a 34% yield). From a dataset of Reaction yield outcomes from USPTO patents with 853,638 reactions. The reactants are [CH3:1][C:2]1[C:6]2[C:7](=[O:19])[N:8]([CH2:11][CH2:12][N:13]3[CH2:18][CH2:17][O:16][CH2:15][CH2:14]3)[CH2:9][CH2:10][C:5]=2[NH:4][C:3]=1[CH:20]=O.[Br:22][C:23]1[CH:24]=[C:25]2[CH2:31][C:30](=[O:32])[NH:29][C:26]2=[N:27][CH:28]=1. No catalyst specified. The product is [Br:22][C:23]1[CH:24]=[C:25]2[C:31](=[CH:20][C:3]3[NH:4][C:5]4[CH2:10][CH2:9][N:8]([CH2:11][CH2:12][N:13]5[CH2:14][CH2:15][O:16][CH2:17][CH2:18]5)[C:7](=[O:19])[C:6]=4[C:2]=3[CH3:1])[C:30](=[O:32])[NH:29][C:26]2=[N:27][CH:28]=1. The yield is 0.330.